Dataset: Reaction yield outcomes from USPTO patents with 853,638 reactions. Task: Predict the reaction yield, written as a fraction of the theoretical maximum amount of product (1.0 means a 100% yield; for example, 0.34 means a 34% yield). (1) The catalyst is CN(C=O)C. The product is [C:39]([NH:2][C:3]1[CH:4]=[CH:5][C:6]([NH:9][CH2:10][CH2:11][NH:12][C:13]([C:15]2[C:23]3[N:22]=[C:21]([C:24]4[S:25][CH:26]=[CH:27][CH:28]=4)[NH:20][C:19]=3[C:18]([OH:29])=[CH:17][CH:16]=2)=[O:14])=[N:7][CH:8]=1)(=[O:41])[CH3:40]. The yield is 0.240. The reactants are Cl.[NH2:2][C:3]1[CH:4]=[CH:5][C:6]([NH:9][CH2:10][CH2:11][NH:12][C:13]([C:15]2[C:23]3[N:22]=[C:21]([C:24]4[S:25][CH:26]=[CH:27][CH:28]=4)[NH:20][C:19]=3[C:18]([OH:29])=[CH:17][CH:16]=2)=[O:14])=[N:7][CH:8]=1.CCN(C(C)C)C(C)C.[C:39](Cl)(=[O:41])[CH3:40]. (2) The reactants are [CH3:1][CH:2]([N:4]1[C:12](/[CH:13]=[CH:14]/[C@H:15]([OH:24])[CH2:16][C@H:17]([OH:23])[CH2:18][C:19]([O:21]C)=[O:20])=[C:11]([C:25]2[CH:30]=[CH:29][C:28]([F:31])=[CH:27][CH:26]=2)[C:10]2[C:5]1=[CH:6][CH:7]=[CH:8][CH:9]=2)[CH3:3].[OH-].[Na+:33].CC(O)C. The catalyst is CCO. The product is [CH3:3][CH:2]([N:4]1[C:12](/[CH:13]=[CH:14]/[CH:15]([OH:24])[CH2:16][CH:17]([OH:23])[CH2:18][C:19]([O-:21])=[O:20])=[C:11]([C:25]2[CH:26]=[CH:27][C:28]([F:31])=[CH:29][CH:30]=2)[C:10]2[CH:9]=[CH:8][CH:7]=[CH:6][C:5]1=2)[CH3:1].[Na+:33]. The yield is 0.950. (3) The reactants are [CH2:1]([C:5]1[N:6]=[C:7]([CH3:27])[NH:8][C:9](=[O:26])[C:10]=1[CH2:11][C:12]1[CH:17]=[CH:16][C:15]([C:18]2[C:19]([C:24]#[N:25])=[CH:20][CH:21]=[CH:22][CH:23]=2)=[CH:14][CH:13]=1)[CH2:2][CH2:3][CH3:4].N(C(N1CCCCC1)=O)=NC(N1CCCCC1)=O.C(P(CCCC)CCCC)CCC.[C:59]1([C:65]2[S:66][C:67]([CH2:70]O)=[CH:68][N:69]=2)[CH:64]=[CH:63][CH:62]=[CH:61][CH:60]=1. The catalyst is C(OCC)(=O)C.O1CCCC1. The product is [CH2:1]([C:5]1[N:6]=[C:7]([CH3:27])[N:8]([CH2:70][C:67]2[S:66][C:65]([C:59]3[CH:60]=[CH:61][CH:62]=[CH:63][CH:64]=3)=[N:69][CH:68]=2)[C:9](=[O:26])[C:10]=1[CH2:11][C:12]1[CH:17]=[CH:16][C:15]([C:18]2[C:19]([C:24]#[N:25])=[CH:20][CH:21]=[CH:22][CH:23]=2)=[CH:14][CH:13]=1)[CH2:2][CH2:3][CH3:4]. The yield is 0.630. (4) The reactants are [C:1]([O:5][C:6]([N:8]([CH2:10][C:11]1[CH:16]=[CH:15][CH:14]=[CH:13][CH:12]=1)[NH2:9])=[O:7])([CH3:4])([CH3:3])[CH3:2].[CH:17]1[C:26]2[C:21](=[CH:22][CH:23]=[CH:24][CH:25]=2)[CH:20]=[CH:19][C:18]=1B(O)O.C(N(CC)CC)C. The catalyst is ClCCCl.C([O-])(=O)C.[Cu+2].C([O-])(=O)C. The product is [C:1]([O:5][C:6]([N:8]([CH2:10][C:11]1[CH:16]=[CH:15][CH:14]=[CH:13][CH:12]=1)[NH:9][C:19]1[CH:18]=[CH:17][C:26]2[C:21](=[CH:22][CH:23]=[CH:24][CH:25]=2)[CH:20]=1)=[O:7])([CH3:4])([CH3:2])[CH3:3]. The yield is 0.490. (5) The product is [O:1]=[C:2]1[CH2:3][CH2:4][C:5]2([CH2:9][N:8]([C:10]([O:12][CH2:13][C:14]3[CH:15]=[CH:16][CH:17]=[CH:18][CH:19]=3)=[O:11])[CH:7]([C:20]([O:22][CH2:23][CH3:24])=[O:21])[CH2:6]2)[CH2:25][CH2:26]1. The yield is 0.670. The catalyst is C(Cl)Cl. The reactants are [OH:1][CH:2]1[CH2:26][CH2:25][C:5]2([CH2:9][N:8]([C:10]([O:12][CH2:13][C:14]3[CH:19]=[CH:18][CH:17]=[CH:16][CH:15]=3)=[O:11])[CH:7]([C:20]([O:22][CH2:23][CH3:24])=[O:21])[CH2:6]2)[CH2:4][CH2:3]1.CC(OI1(OC(C)=O)(OC(C)=O)OC(=O)C2C=CC=CC1=2)=O.S([O-])([O-])(=O)=S.[Na+].[Na+].C([O-])(O)=O.[Na+]. (6) The reactants are [C:1]1([OH:12])[C:10]2[CH:9]=[CH:8][CH:7]=[C:6]([OH:11])[C:5]=2[CH:4]=[CH:3][CH:2]=1.C(N(CC)CC)C.[F:20][C:21]([F:34])([F:33])[S:22](O[S:22]([C:21]([F:34])([F:33])[F:20])(=[O:24])=[O:23])(=[O:24])=[O:23]. The catalyst is ClCCl.C(OCC)(=O)C. The product is [F:20][C:21]([F:34])([F:33])[S:22]([O:12][C:1]1[CH:2]=[CH:3][CH:4]=[C:5]2[C:10]=1[CH:9]=[CH:8][CH:7]=[C:6]2[O:11][S:22]([C:21]([F:20])([F:33])[F:34])(=[O:23])=[O:24])(=[O:24])=[O:23]. The yield is 0.480. (7) The reactants are O[CH2:2][C:3]1[CH:12]=[N:11][C:10]2[N:9]3[CH2:13][CH2:14][CH2:15][CH2:16][C@H:8]3[C:7](=[O:17])[NH:6][C:5]=2[CH:4]=1.[Cl:18][C:19]1[CH:20]=[C:21]([CH:28]=[CH:29][C:30]=1[N:31]1[CH2:36][CH2:35][NH:34][CH2:33][CH2:32]1)[C:22]([NH:24][CH:25]1[CH2:27][CH2:26]1)=[O:23].[I-].C(C[P+](C)(C)C)#N.C(N(CC)C(C)C)(C)C. The catalyst is C(#N)CC. The product is [Cl:18][C:19]1[CH:20]=[C:21]([CH:28]=[CH:29][C:30]=1[N:31]1[CH2:32][CH2:33][N:34]([CH2:2][C:3]2[CH:12]=[N:11][C:10]3[N:9]4[CH2:13][CH2:14][CH2:15][CH2:16][C@H:8]4[C:7](=[O:17])[NH:6][C:5]=3[CH:4]=2)[CH2:35][CH2:36]1)[C:22]([NH:24][CH:25]1[CH2:27][CH2:26]1)=[O:23]. The yield is 0.860.